This data is from Catalyst prediction with 721,799 reactions and 888 catalyst types from USPTO. The task is: Predict which catalyst facilitates the given reaction. (1) Reactant: [CH3:1][O:2][C:3]1[C:8]2[NH:9][C:10]([C:12]3[S:13][CH:14]=[CH:15][CH:16]=3)=[N:11][C:7]=2[C:6]([NH:17]C(=O)OC(C)(C)C)=[CH:5][CH:4]=1.[ClH:25]. Product: [ClH:25].[CH3:1][O:2][C:3]1[C:8]2[NH:9][C:10]([C:12]3[S:13][CH:14]=[CH:15][CH:16]=3)=[N:11][C:7]=2[C:6]([NH2:17])=[CH:5][CH:4]=1. The catalyst class is: 343. (2) Reactant: C[O:2][C:3](=[O:22])[C:4]1[C:9]([N+:10]([O-:12])=[O:11])=[CH:8][CH:7]=[CH:6][C:5]=1[CH2:13][NH:14][C:15]([O:17][C:18]([CH3:21])([CH3:20])[CH3:19])=[O:16].CCOCC. Product: [C:18]([O:17][C:15]([NH:14][CH2:13][C:5]1[CH:6]=[CH:7][CH:8]=[C:9]([N+:10]([O-:12])=[O:11])[C:4]=1[C:3]([OH:22])=[O:2])=[O:16])([CH3:21])([CH3:19])[CH3:20]. The catalyst class is: 24. (3) Product: [C:1]([C:5]1[CH:9]=[C:8]([NH:10][C:20](=[O:21])[O:22][C:23]2[CH:28]=[CH:27][CH:26]=[CH:25][CH:24]=2)[N:7]([C:11]2[CH:16]=[CH:15][CH:14]=[CH:13][CH:12]=2)[N:6]=1)([CH3:4])([CH3:2])[CH3:3]. Reactant: [C:1]([C:5]1[CH:9]=[C:8]([NH2:10])[N:7]([C:11]2[CH:16]=[CH:15][CH:14]=[CH:13][CH:12]=2)[N:6]=1)([CH3:4])([CH3:3])[CH3:2].[OH-].[Na+].Cl[C:20]([O:22][C:23]1[CH:28]=[CH:27][CH:26]=[CH:25][CH:24]=1)=[O:21]. The catalyst class is: 25. (4) Reactant: [CH3:1][NH:2][C@H:3]([C:14]([OH:16])=[O:15])[CH2:4][S:5][S:6][CH2:7][C@H:8]([NH:12][CH3:13])[C:9]([OH:11])=[O:10].[C:25](O[C:25]([O:27][C:28]([CH3:31])([CH3:30])[CH3:29])=[O:26])([O:27][C:28]([CH3:31])([CH3:30])[CH3:29])=[O:26].S(=O)(=O)(O)[O-].[Na+].[C:38](=[O:41])([OH:40])[O-].[Na+]. Product: [C:28]([O:27][C:25]([N:12]([CH3:13])[C@H:8]([C:9]([OH:11])=[O:10])[CH2:7][S:6][S:5][CH2:4][C@H:3]([N:2]([C:38]([O:40][C:28]([CH3:31])([CH3:30])[CH3:29])=[O:41])[CH3:1])[C:14]([OH:16])=[O:15])=[O:26])([CH3:29])([CH3:30])[CH3:31]. The catalyst class is: 21. (5) Reactant: Cl[C:2]([O:4][CH2:5][Cl:6])=[O:3].S(C1C=CC(C)=CC=1)(O)(=O)=O.[CH2:18]([O:25][C:26](=[O:30])[CH2:27][CH2:28][NH2:29])[C:19]1[CH:24]=[CH:23][CH:22]=[CH:21][CH:20]=1.CCN(CC)CC. Product: [CH2:18]([O:25][C:26](=[O:30])[CH2:27][CH2:28][NH:29][C:2]([O:4][CH2:5][Cl:6])=[O:3])[C:19]1[CH:24]=[CH:23][CH:22]=[CH:21][CH:20]=1. The catalyst class is: 2. (6) Reactant: [H-].[Na+].[CH3:3][O:4][CH2:5][CH2:6][CH2:7][OH:8].C([O-])(=O)C1C=CC=CC=1.[Na+].[Br:19][C:20]1[CH:25]=[CH:24][C:23]([C:26]([F:29])([F:28])[F:27])=[C:22](F)[CH:21]=1. Product: [Br:19][C:20]1[CH:25]=[CH:24][C:23]([C:26]([F:29])([F:28])[F:27])=[C:22]([O:8][CH2:7][CH2:6][CH2:5][O:4][CH3:3])[CH:21]=1. The catalyst class is: 16. (7) Reactant: [I:1][C:2]1[CH:10]=[CH:9][C:5]([C:6]([OH:8])=[O:7])=[CH:4][C:3]=1[N+:11]([O-:13])=[O:12].S(=O)(=O)(O)O.[C:19]([O-])(O)=O.[Na+].O. Product: [CH3:19][O:7][C:6](=[O:8])[C:5]1[CH:9]=[CH:10][C:2]([I:1])=[C:3]([N+:11]([O-:13])=[O:12])[CH:4]=1. The catalyst class is: 5. (8) Reactant: CC1(C)[O:6][C@@H:5]([CH2:7][N:8]2[CH:12]=[C:11](B3OC(C)(C)C(C)(C)O3)[CH:10]=[N:9]2)[CH2:4][O:3]1.Br[C:24]1[CH:25]=[C:26]2[C:32]([C@@H:33]([C:35]3[C:40]([O:41][CH3:42])=[CH:39][CH:38]=[C:37]([F:43])[C:36]=3[Cl:44])[CH3:34])=[N:31][NH:30][C:27]2=[N:28][CH:29]=1.C(=O)([O-])[O-].[K+].[K+].ClCCl. Product: [Cl:44][C:36]1[C:37]([F:43])=[CH:38][CH:39]=[C:40]([O:41][CH3:42])[C:35]=1[C@H:33]([C:32]1[C:26]2[C:27](=[N:28][CH:29]=[C:24]([C:11]3[CH:10]=[N:9][N:8]([CH2:7][C@H:5]([OH:6])[CH2:4][OH:3])[CH:12]=3)[CH:25]=2)[NH:30][N:31]=1)[CH3:34]. The catalyst class is: 294.